Dataset: Peptide-MHC class II binding affinity with 134,281 pairs from IEDB. Task: Regression. Given a peptide amino acid sequence and an MHC pseudo amino acid sequence, predict their binding affinity value. This is MHC class II binding data. (1) The peptide sequence is AFQGLFGGLNWITKV. The MHC is DRB1_1101 with pseudo-sequence DRB1_1101. The binding affinity (normalized) is 0.409. (2) The peptide sequence is LMALLTPVTMAEVRL. The MHC is HLA-DQA10201-DQB10301 with pseudo-sequence HLA-DQA10201-DQB10301. The binding affinity (normalized) is 0.602. (3) The binding affinity (normalized) is 0. The MHC is DRB4_0101 with pseudo-sequence DRB4_0103. The peptide sequence is DCLKNSADTISSYFVGKM. (4) The peptide sequence is SMPFLRKTRWTFLLS. The MHC is DRB1_0404 with pseudo-sequence DRB1_0404. The binding affinity (normalized) is 0.512. (5) The peptide sequence is AFILDGDNTFPKV. The MHC is HLA-DQA10501-DQB10201 with pseudo-sequence HLA-DQA10501-DQB10201. The binding affinity (normalized) is 0.560. (6) The peptide sequence is VDLFVFSTSFYLISI. The MHC is DRB1_0101 with pseudo-sequence DRB1_0101. The binding affinity (normalized) is 0.788. (7) The peptide sequence is LKMVEPWLKNNQFCIKV. The MHC is DRB5_0101 with pseudo-sequence DRB5_0101. The binding affinity (normalized) is 0.723. (8) The peptide sequence is MENRWQVMIVWQVDR. The MHC is DRB1_1101 with pseudo-sequence DRB1_1101. The binding affinity (normalized) is 0.0873. (9) The peptide sequence is VRFQEAANKQKQELD. The MHC is DRB1_0701 with pseudo-sequence DRB1_0701. The binding affinity (normalized) is 0.0745. (10) The peptide sequence is ATTEEQKLIEDVNAS. The MHC is HLA-DPA10201-DPB11401 with pseudo-sequence HLA-DPA10201-DPB11401. The binding affinity (normalized) is 0.101.